This data is from Full USPTO retrosynthesis dataset with 1.9M reactions from patents (1976-2016). The task is: Predict the reactants needed to synthesize the given product. (1) Given the product [CH3:20][O:19][C:17]1[C:16]([O:21][CH3:22])=[CH:15][C:14]2[C:8]([C:5]3[CH:4]=[CH:3][C:2]([N:29]4[C:30](=[O:35])[CH:31]5[CH2:34][CH:28]4[CH2:33][CH2:32]5)=[CH:7][CH:6]=3)=[N:9][N:10]([C:24]([NH:26][CH3:27])=[O:25])[CH:11]([CH3:23])[CH2:12][C:13]=2[CH:18]=1, predict the reactants needed to synthesize it. The reactants are: Br[C:2]1[CH:7]=[CH:6][C:5]([C:8]2[C:14]3[CH:15]=[C:16]([O:21][CH3:22])[C:17]([O:19][CH3:20])=[CH:18][C:13]=3[CH2:12][CH:11]([CH3:23])[N:10]([C:24]([NH:26][CH3:27])=[O:25])[N:9]=2)=[CH:4][CH:3]=1.[CH:28]12[CH2:34][CH:31]([CH2:32][CH2:33]1)[C:30](=[O:35])[NH:29]2.P([O-])([O-])([O-])=O.[K+].[K+].[K+].CN(C)CCN. (2) Given the product [Cl:1][C:2]1[CH:3]=[C:4]2[C:9](=[CH:10][CH:11]=1)[N:8]=[CH:7][C:6]([O:12][CH2:14][CH2:15][N:16]1[CH2:21][CH2:20][O:19][CH2:18][CH2:17]1)=[CH:5]2, predict the reactants needed to synthesize it. The reactants are: [Cl:1][C:2]1[CH:3]=[C:4]2[C:9](=[CH:10][CH:11]=1)[N:8]=[CH:7][C:6]([OH:12])=[CH:5]2.O[CH2:14][CH2:15][N:16]1[CH2:21][CH2:20][O:19][CH2:18][CH2:17]1.C1(P(C2C=CC=CC=2)C2C=CC=CC=2)C=CC=CC=1.CC(OC(/N=N/C(OC(C)C)=O)=O)C. (3) Given the product [NH2:1][C:2]1[N:3]=[N:4][CH:5]=[CH:6][C:7]=1[C@H:8]1[CH2:13][CH2:12][CH2:11][CH2:10][C@@H:9]1[OH:14], predict the reactants needed to synthesize it. The reactants are: [NH2:1][C:2]1[N:3]=[N:4][CH:5]=[CH:6][C:7]=1[C:8]1[C:9](=[O:14])[CH2:10][CH2:11][CH2:12][CH:13]=1.[BH4-].[Na+]. (4) Given the product [CH2:27]([O:30][C:19]1[CH:20]=[C:21]2[C:16](=[N:17][CH:18]=1)[N:15]=[C:14]([CH3:24])[C:13]([C:11]([NH:10][CH2:9][C:8]1[CH:25]=[CH:26][C:5]([C:1]([CH3:4])([CH3:3])[CH3:2])=[CH:6][CH:7]=1)=[O:12])=[CH:22]2)[C:37]1[CH:46]=[CH:45][CH:44]=[CH:43][CH:38]=1, predict the reactants needed to synthesize it. The reactants are: [C:1]([C:5]1[CH:26]=[CH:25][C:8]([CH2:9][NH:10][C:11]([C:13]2[C:14]([CH3:24])=[N:15][C:16]3[C:21]([CH:22]=2)=[CH:20][C:19](I)=[CH:18][N:17]=3)=[O:12])=[CH:7][CH:6]=1)([CH3:4])([CH3:3])[CH3:2].[C:27]([O-:30])([O-])=O.[Cs+].[Cs+].CC1C=N[C:37]2[C:46](C=1C)=[CH:45][CH:44]=[C:43]1[C:38]=2N=CC(C)=C1C. (5) Given the product [F:35][C:29]1[CH:30]=[C:31]([I:34])[CH:32]=[CH:33][C:28]=1[NH:27][C:6]1[C:7]2[CH:8]=[N:9][CH:10]=[CH:11][C:12]=2[N:13]([CH2:14][CH2:15][O:16][Si:17]([CH:18]([CH3:19])[CH3:20])([CH:21]([CH3:22])[CH3:23])[CH:24]([CH3:26])[CH3:25])[C:5]=1[C:3]([NH2:43])=[O:2], predict the reactants needed to synthesize it. The reactants are: C[O:2][C:3]([C:5]1[N:13]([CH2:14][CH2:15][O:16][Si:17]([CH:24]([CH3:26])[CH3:25])([CH:21]([CH3:23])[CH3:22])[CH:18]([CH3:20])[CH3:19])[C:12]2[CH:11]=[CH:10][N:9]=[CH:8][C:7]=2[C:6]=1[NH:27][C:28]1[CH:33]=[CH:32][C:31]([I:34])=[CH:30][C:29]=1[F:35])=O.[OH-].[Na+].[Cl-].[NH4+].C([N:43](C(C)C)CC)(C)C.CN(C(ON1N=NC2C=CC=NC1=2)=[N+](C)C)C.F[P-](F)(F)(F)(F)F.